From a dataset of Full USPTO retrosynthesis dataset with 1.9M reactions from patents (1976-2016). Predict the reactants needed to synthesize the given product. (1) Given the product [C:5]1([C@:3]2([OH:4])[O:50][CH2:49][C:48]([CH3:52])([CH3:51])[NH:47][C@H:2]2[CH3:15])[C:14]2[C:9](=[CH:10][CH:11]=[CH:12][CH:13]=2)[CH:8]=[CH:7][CH:6]=1, predict the reactants needed to synthesize it. The reactants are: O[C@H:2]([CH3:15])[C:3]([C:5]1[C:14]2[C:9](=[CH:10][CH:11]=[CH:12][CH:13]=2)[CH:8]=[CH:7][CH:6]=1)=[O:4].CN(C1C2C(N(C)C)=CC=CC=2C=CC=1)C.S(OS(C(F)(F)F)(=O)=O)(C(F)(F)F)(=O)=O.[NH2:47][C:48]([CH3:52])([CH3:51])[CH2:49][OH:50]. (2) Given the product [F:14][C:15]1[CH:23]=[CH:22][C:18]([CH2:19][CH2:20][NH:21][C:11]([C:9]2[NH:8][C:5]3=[CH:6][N:7]=[C:2]([Cl:1])[CH:3]=[C:4]3[CH:10]=2)=[O:13])=[CH:17][CH:16]=1, predict the reactants needed to synthesize it. The reactants are: [Cl:1][C:2]1[CH:3]=[C:4]2[CH:10]=[C:9]([C:11]([OH:13])=O)[NH:8][C:5]2=[CH:6][N:7]=1.[F:14][C:15]1[CH:23]=[CH:22][C:18]([CH2:19][CH2:20][NH2:21])=[CH:17][CH:16]=1. (3) The reactants are: C([O:8][C:9]1[CH:18]=[C:17]2[C:12]([C:13]([NH:21][C:22]3[CH:27]=[CH:26][C:25]([NH:28][C:29](=[O:36])[C:30]4[CH:35]=[CH:34][CH:33]=[CH:32][CH:31]=4)=[CH:24][CH:23]=3)=[C:14]([C:19]#[N:20])[CH:15]=[N:16]2)=[CH:11][C:10]=1[O:37][CH3:38])C1C=CC=CC=1. Given the product [C:19]([C:14]1[CH:15]=[N:16][C:17]2[C:12]([C:13]=1[NH:21][C:22]1[CH:23]=[CH:24][C:25]([NH:28][C:29](=[O:36])[C:30]3[CH:35]=[CH:34][CH:33]=[CH:32][CH:31]=3)=[CH:26][CH:27]=1)=[CH:11][C:10]([O:37][CH3:38])=[C:9]([OH:8])[CH:18]=2)#[N:20], predict the reactants needed to synthesize it. (4) Given the product [Cl:77][C:78]1[C:83]([NH:1][C:2]2[CH:7]=[C:6]([CH2:8][N:9]3[C:13]([CH3:15])([CH3:14])[C:12](=[O:16])[N:11]([C:17]4[CH:22]=[CH:21][C:20]([S:23][C:24]([F:27])([F:26])[F:25])=[CH:19][CH:18]=4)[C:10]3=[O:28])[CH:5]=[CH:4][N:3]=2)=[CH:82][CH:81]=[CH:80][N:79]=1, predict the reactants needed to synthesize it. The reactants are: [NH2:1][C:2]1[CH:7]=[C:6]([CH2:8][N:9]2[C:13]([CH3:15])([CH3:14])[C:12](=[O:16])[N:11]([C:17]3[CH:22]=[CH:21][C:20]([S:23][C:24]([F:27])([F:26])[F:25])=[CH:19][CH:18]=3)[C:10]2=[O:28])[CH:5]=[CH:4][N:3]=1.CC1(C)C2C=CC(P(C3C=CC=CC=3)C3C=CC=CC=3)=CC=2OC2C1=CC=C(P(C1C=CC=CC=1)C1C=CC=CC=1)C=2.C(=O)([O-])[O-].[Cs+].[Cs+].[Cl:77][C:78]1[C:83](I)=[CH:82][CH:81]=[CH:80][N:79]=1. (5) The reactants are: C(OC([N:8]1[CH2:13][CH2:12][CH2:11][C@@H:10]([O:14][C:15]2[CH:20]=[C:19]([F:21])[CH:18]=[CH:17][C:16]=2[NH2:22])[CH2:9]1)=O)(C)(C)C.[Cl:23][C:24]1[C:25]2[C:32]([CH3:33])=[C:31]([Cl:34])[S:30][C:26]=2[N:27]=[CH:28][N:29]=1.C1(C)C=CC(S(O)(=O)=O)=CC=1. Given the product [ClH:23].[Cl:34][C:31]1[S:30][C:26]2[N:27]=[CH:28][N:29]=[C:24]([NH:22][C:16]3[CH:17]=[CH:18][C:19]([F:21])=[CH:20][C:15]=3[O:14][C@@H:10]3[CH2:11][CH2:12][CH2:13][NH:8][CH2:9]3)[C:25]=2[C:32]=1[CH3:33], predict the reactants needed to synthesize it. (6) Given the product [C:2]1([C:25]2[CH:30]=[CH:29][CH:28]=[CH:27][CH:26]=2)[CH:7]=[CH:6][C:5]([S:8]([N:11]2[CH2:16][CH2:15][CH:14]([N:17]3[CH2:22][CH2:21][CH:20]([CH3:23])[CH2:19][CH2:18]3)[CH2:13][CH2:12]2)(=[O:10])=[O:9])=[CH:4][CH:3]=1, predict the reactants needed to synthesize it. The reactants are: Br[C:2]1[CH:7]=[CH:6][C:5]([S:8]([N:11]2[CH2:16][CH2:15][CH:14]([N:17]3[CH2:22][CH2:21][CH:20]([CH3:23])[CH2:19][CH2:18]3)[CH2:13][CH2:12]2)(=[O:10])=[O:9])=[CH:4][CH:3]=1.Br[C:25]1[CH:30]=[CH:29][C:28](S(Cl)(=O)=O)=[CH:27][CH:26]=1.CC1CCN(C2CCNCC2)CC1. (7) Given the product [Br:1][C:2]1[CH:7]=[CH:6][C:5]([O:8][CH2:13][CH2:12][O:11][CH3:10])=[CH:4][C:3]=1[CH3:9], predict the reactants needed to synthesize it. The reactants are: [Br:1][C:2]1[CH:7]=[CH:6][C:5]([OH:8])=[CH:4][C:3]=1[CH3:9].[CH3:10][O:11][CH2:12][CH2:13]Br.C([O-])([O-])=O.[Cs+].[Cs+].